From a dataset of NCI-60 drug combinations with 297,098 pairs across 59 cell lines. Regression. Given two drug SMILES strings and cell line genomic features, predict the synergy score measuring deviation from expected non-interaction effect. Drug 1: CC(C1=C(C=CC(=C1Cl)F)Cl)OC2=C(N=CC(=C2)C3=CN(N=C3)C4CCNCC4)N. Drug 2: C1CCC(C(C1)N)N.C(=O)(C(=O)[O-])[O-].[Pt+4]. Cell line: OVCAR-8. Synergy scores: CSS=10.2, Synergy_ZIP=6.56, Synergy_Bliss=7.97, Synergy_Loewe=2.44, Synergy_HSA=7.99.